From a dataset of Catalyst prediction with 721,799 reactions and 888 catalyst types from USPTO. Predict which catalyst facilitates the given reaction. (1) The catalyst class is: 39. Product: [F:39][C:33]1[CH:34]=[C:35]([F:38])[CH:36]=[CH:37][C:32]=1[CH2:31][N:9]1[C:5]2=[N:6][C:7]([CH3:8])=[C:2]([F:1])[CH:3]=[C:4]2[C:11]([C:12]2[N:13]=[N:14][C:15]3[C:20]([CH3:21])([CH3:22])[C:19](=[O:23])[NH:18][C:16]=3[N:17]=2)=[N:10]1. Reactant: [F:1][C:2]1[CH:3]=[C:4]2[C:11]([C:12]3[N:13]=[N:14][C:15]4[C:20]([CH3:22])([CH3:21])[C:19](=[O:23])[NH:18][C:16]=4[N:17]=3)=[N:10][NH:9][C:5]2=[N:6][C:7]=1[CH3:8].C(=O)([O-])[O-].[Cs+].[Cs+].Br[CH2:31][C:32]1[CH:37]=[CH:36][C:35]([F:38])=[CH:34][C:33]=1[F:39]. (2) Reactant: [CH2:1]([O:8][C:9]1[CH:16]=[CH:15][C:12]([CH:13]=[O:14])=[CH:11][CH:10]=1)[C:2]1[CH:7]=[CH:6][CH:5]=[CH:4][CH:3]=1.C[O-].[Na+].CC1C=CC(S([CH2:30][N+:31]#[C-:32])(=O)=O)=CC=1.O. Product: [CH2:1]([O:8][C:9]1[CH:10]=[CH:11][C:12]([C:13]2[O:14][CH:32]=[N:31][CH:30]=2)=[CH:15][CH:16]=1)[C:2]1[CH:3]=[CH:4][CH:5]=[CH:6][CH:7]=1. The catalyst class is: 5. (3) Reactant: [NH2:1][NH2:2].Cl[C:4]1[N:11]=[CH:10][C:9]([I:12])=[CH:8][C:5]=1[C:6]#[N:7]. Product: [I:12][C:9]1[CH:8]=[C:5]2[C:6]([NH2:7])=[N:2][NH:1][C:4]2=[N:11][CH:10]=1. The catalyst class is: 41. (4) Reactant: [Br:1][C:2]1[CH:17]=[CH:16][C:5]([C:6]([NH:8][C:9]2[CH:14]=[CH:13][C:12]([Cl:15])=[CH:11][CH:10]=2)=O)=[CH:4][CH:3]=1.S(Cl)([Cl:20])=O.BrC1C=CC(C2N(C3C=CC(Cl)=CC=3)C(=O)C3C=NN(C4C=CC=C(SC)C=4)C=3N=2)=CC=1. The catalyst class is: 11. Product: [Br:1][C:2]1[CH:17]=[CH:16][C:5]([C:6]([Cl:20])=[N:8][C:9]2[CH:14]=[CH:13][C:12]([Cl:15])=[CH:11][CH:10]=2)=[CH:4][CH:3]=1. (5) Reactant: [Cl:1][C:2]1[N:7]=[C:6](Cl)[CH:5]=[C:4]([CH2:9][CH2:10][CH3:11])[N:3]=1.[NH:12]1[CH2:17][CH2:16][CH2:15][CH2:14][CH:13]1[CH2:18][CH2:19][OH:20]. Product: [Cl:1][C:2]1[N:7]=[C:6]([N:12]2[CH2:17][CH2:16][CH2:15][CH2:14][CH:13]2[CH2:18][CH2:19][OH:20])[CH:5]=[C:4]([CH2:9][CH2:10][CH3:11])[N:3]=1. The catalyst class is: 22. (6) Reactant: [C:1]1([C@H:7]([O:9][C:10](=[O:37])[NH:11][C:12]2[C:13]([CH3:36])=[N:14][O:15][C:16]=2[C:17]2[CH:22]=[CH:21][C:20]([C:23]3[CH:28]=[CH:27][C:26]([C:29]4([C:32](=[NH:35])[NH:33][OH:34])[CH2:31][CH2:30]4)=[CH:25][CH:24]=3)=[CH:19][CH:18]=2)[CH3:8])[CH:6]=[CH:5][CH:4]=[CH:3][CH:2]=1.C(N(CC)CC)C.Cl[C:46](OCC)=[O:47]. Product: [C:1]1([C@H:7]([O:9][C:10](=[O:37])[NH:11][C:12]2[C:13]([CH3:36])=[N:14][O:15][C:16]=2[C:17]2[CH:22]=[CH:21][C:20]([C:23]3[CH:28]=[CH:27][C:26]([C:29]4([C:32]5[NH:33][O:34][C:46](=[O:47])[N:35]=5)[CH2:30][CH2:31]4)=[CH:25][CH:24]=3)=[CH:19][CH:18]=2)[CH3:8])[CH:6]=[CH:5][CH:4]=[CH:3][CH:2]=1. The catalyst class is: 2. (7) Reactant: [Br:1][C:2]1[CH:15]=[CH:14][C:13]2[O:12][C:11]3[C:6](=[CH:7][C:8]([OH:16])=[CH:9][CH:10]=3)[C:5]3([CH2:21][O:20][CH2:19][C:18](=[O:22])[NH:17]3)[C:4]=2[CH:3]=1.C(=O)([O-])[O-].[Cs+].[Cs+].I[CH2:30][C:31]([CH3:34])([CH3:33])[CH3:32]. Product: [Br:1][C:2]1[CH:15]=[CH:14][C:13]2[O:12][C:11]3[C:6](=[CH:7][C:8]([O:16][CH2:30][C:31]([CH3:34])([CH3:33])[CH3:32])=[CH:9][CH:10]=3)[C@:5]3([CH2:21][O:20][CH2:19][C:18](=[O:22])[NH:17]3)[C:4]=2[CH:3]=1. The catalyst class is: 3. (8) Reactant: C[O:2][CH2:3][C@H:4]([CH3:33])[O:5][C:6]1[CH:7]=[C:8]([C:23]2[NH:27][C:26]([C:28]3[S:29][CH2:30][CH2:31][N:32]=3)=[CH:25][CH:24]=2)[CH:9]=[C:10]([O:12][C:13]2[CH:18]=[CH:17][C:16]([S:19]([CH3:22])(=[O:21])=[O:20])=[CH:15][CH:14]=2)[CH:11]=1.ClCCl.B(Br)(Br)Br.C(=O)([O-])O.[Na+]. Product: [S:29]1[CH2:30][CH2:31][N:32]=[C:28]1[C:26]1[NH:27][C:23]([C:8]2[CH:7]=[C:6]([CH:11]=[C:10]([O:12][C:13]3[CH:18]=[CH:17][C:16]([S:19]([CH3:22])(=[O:21])=[O:20])=[CH:15][CH:14]=3)[CH:9]=2)[O:5][C@@H:4]([CH3:33])[CH2:3][OH:2])=[CH:24][CH:25]=1. The catalyst class is: 4. (9) Reactant: [CH3:1][CH:2]([OH:4])[CH3:3].[H-].[Na+].[Br:7][C:8]1[CH:9]=[C:10]([CH:20]=[C:21]([CH2:23]Br)[CH:22]=1)[CH2:11][O:12][Si:13]([C:16]([CH3:19])([CH3:18])[CH3:17])([CH3:15])[CH3:14]. Product: [Br:7][C:8]1[CH:9]=[C:10]([CH:20]=[C:21]([CH2:23][O:4][CH:2]([CH3:3])[CH3:1])[CH:22]=1)[CH2:11][O:12][Si:13]([C:16]([CH3:17])([CH3:18])[CH3:19])([CH3:14])[CH3:15]. The catalyst class is: 3.